Task: Predict the product of the given reaction.. Dataset: Forward reaction prediction with 1.9M reactions from USPTO patents (1976-2016) (1) Given the reactants C[O:2][C:3]1[N:8]=[CH:7][C:6]([N:9]2[C:14](=[O:15])[CH2:13][C:12]([CH3:17])([CH3:16])[CH2:11][C:10]2=[O:18])=[CH:5][CH:4]=1, predict the reaction product. The product is: [OH:2][C:3]1[N:8]=[CH:7][C:6]([N:9]2[C:14](=[O:15])[CH2:13][C:12]([CH3:16])([CH3:17])[CH2:11][C:10]2=[O:18])=[CH:5][CH:4]=1. (2) Given the reactants [Cl:1][C:2]1[S:3][CH:4]=[C:5]([C:7]([OH:9])=O)[N:6]=1.[N:10]1[CH:15]=[CH:14][C:13]([NH2:16])=[CH:12][N:11]=1.[CH2:17](N(CC)CC)C.F[P-](F)(F)(F)(F)F.N1(O[P+](N2CCCC2)(N2CCCC2)N2CCCC2)C2C=CC=CC=2N=N1, predict the reaction product. The product is: [CH3:17][N:16]([C:13]1[CH:14]=[CH:15][N:10]=[N:11][CH:12]=1)[C:7]([C:5]1[N:6]=[C:2]([Cl:1])[S:3][CH:4]=1)=[O:9]. (3) Given the reactants [F:1][C:2]1[CH:3]=[C:4]([CH:18]=[CH:19][CH:20]=1)[CH2:5][O:6][C:7]1[CH:8]=[C:9]2[C:14](=[CH:15][CH:16]=1)[C:13](=[O:17])[NH:12][CH2:11][CH2:10]2.[H-].[Na+].[CH2:23]([O:25][C:26](=[O:30])[CH:27](Br)[CH3:28])[CH3:24].O, predict the reaction product. The product is: [CH2:23]([O:25][C:26](=[O:30])[CH:27]([N:12]1[CH2:11][CH2:10][C:9]2[C:14](=[CH:15][CH:16]=[C:7]([O:6][CH2:5][C:4]3[CH:18]=[CH:19][CH:20]=[C:2]([F:1])[CH:3]=3)[CH:8]=2)[C:13]1=[O:17])[CH3:28])[CH3:24]. (4) Given the reactants CC([N:5]([CH2:9][CH:10]([NH:18][C:19]([C:21]1[S:22][CH:23]=[C:24]([C:26]2[N:30]([CH3:31])[N:29]=[CH:28][C:27]=2[Cl:32])[CH:25]=1)=[O:20])[CH2:11][C:12]1[CH:17]=[CH:16][CH:15]=[CH:14][CH:13]=1)C(=O)[O-])(C)C, predict the reaction product. The product is: [NH2:5][CH2:9][CH:10]([NH:18][C:19]([C:21]1[S:22][CH:23]=[C:24]([C:26]2[N:30]([CH3:31])[N:29]=[CH:28][C:27]=2[Cl:32])[CH:25]=1)=[O:20])[CH2:11][C:12]1[CH:13]=[CH:14][CH:15]=[CH:16][CH:17]=1. (5) Given the reactants [CH:1]1([C:4]2[CH:5]=[C:6]([CH:28]=[C:29]([O:32][CH2:33][CH3:34])[C:30]=2I)[CH2:7][N:8]2[CH2:11][C:10]3([CH2:15][C:14]([N:16]4[CH2:21][CH2:20][C:19]([CH3:27])([C:22]([O:24]CC)=[O:23])[CH2:18][CH2:17]4)=[N:13][O:12]3)[CH2:9]2)[CH2:3][CH2:2]1.[CH3:35][O:36][CH2:37][C:38]1[CH:43]=[CH:42][C:41](B(O)O)=[CH:40][CH:39]=1, predict the reaction product. The product is: [CH:1]1([C:4]2[CH:5]=[C:6]([CH2:7][N:8]3[CH2:9][C:10]4([CH2:15][C:14]([N:16]5[CH2:21][CH2:20][C:19]([CH3:27])([C:22]([OH:24])=[O:23])[CH2:18][CH2:17]5)=[N:13][O:12]4)[CH2:11]3)[CH:28]=[C:29]([O:32][CH2:33][CH3:34])[C:30]=2[C:41]2[CH:42]=[CH:43][C:38]([CH2:37][O:36][CH3:35])=[CH:39][CH:40]=2)[CH2:2][CH2:3]1. (6) Given the reactants [CH2:1]([N:8]1[C@@H:12]([CH2:13][SH:14])[C@H:11]([C:15](O)=[O:16])[N:10]([CH2:18][C:19]2[CH:24]=[CH:23][CH:22]=[CH:21][CH:20]=2)[C:9]1=[O:25])[C:2]1[CH:7]=[CH:6][CH:5]=[CH:4][CH:3]=1.N1C=CC=CC=1.C1(N=C=NC2CCCCC2)CCCCC1.C(OCC)(=O)C, predict the reaction product. The product is: [CH2:1]([N:8]1[C@H:12]2[CH2:13][S:14][C:15](=[O:16])[C@@H:11]2[N:10]([CH2:18][C:19]2[CH:24]=[CH:23][CH:22]=[CH:21][CH:20]=2)[C:9]1=[O:25])[C:2]1[CH:3]=[CH:4][CH:5]=[CH:6][CH:7]=1.